This data is from Full USPTO retrosynthesis dataset with 1.9M reactions from patents (1976-2016). The task is: Predict the reactants needed to synthesize the given product. (1) Given the product [ClH:1].[ClH:1].[NH2:15][CH2:14][CH2:13][NH:16][C:2]1[CH:3]=[CH:4][C:5]([NH2:10])=[C:6]([O:8][CH3:9])[CH:7]=1, predict the reactants needed to synthesize it. The reactants are: [Cl:1][C:2]1[CH:3]=[CH:4][C:5]([N+:10]([O-])=O)=[C:6]([O:8][CH3:9])[CH:7]=1.[CH2:13]([NH2:16])[CH2:14][NH2:15].C(N(C(C)C)CC)(C)C. (2) The reactants are: [NH2:1][C:2]1[N:6]([C@@H:7]2[CH2:12][CH2:11][CH2:10][NH:9][CH2:8]2)[N:5]=[C:4]([C:13]2[CH:18]=[CH:17][C:16]([O:19][C:20]3[CH:25]=[CH:24][C:23]([F:26])=[CH:22][C:21]=3[F:27])=[CH:15][CH:14]=2)[C:3]=1[C:28]([NH2:30])=[O:29].[CH3:31][O:32][CH2:33]/[CH:34]=[CH:35]/[C:36](O)=[O:37].F[P-](F)(F)(F)(F)F.N1(OC(N(C)C)=[N+](C)C)C2N=CC=CC=2N=N1.C(N(CC)CC)C. Given the product [NH2:1][C:2]1[N:6]([C@@H:7]2[CH2:12][CH2:11][CH2:10][N:9]([C:36](=[O:37])/[CH:35]=[CH:34]/[CH2:33][O:32][CH3:31])[CH2:8]2)[N:5]=[C:4]([C:13]2[CH:18]=[CH:17][C:16]([O:19][C:20]3[CH:25]=[CH:24][C:23]([F:26])=[CH:22][C:21]=3[F:27])=[CH:15][CH:14]=2)[C:3]=1[C:28]([NH2:30])=[O:29], predict the reactants needed to synthesize it. (3) Given the product [Cl:1][C:2]1[C:3]([CH3:36])=[CH:4][C:5]([O:6][CH2:7][CH2:8][CH2:9][C:10]2[C:18]3[C:13](=[C:14]([C:38]4[C:39]([CH2:45][OH:46])=[N:40][N:41]([CH3:44])[C:42]=4[CH3:43])[CH:15]=[CH:16][CH:17]=3)[NH:12][C:11]=2[C:28]([O:30][CH2:31][CH3:32])=[O:29])=[CH:33][C:34]=1[CH3:35], predict the reactants needed to synthesize it. The reactants are: [Cl:1][C:2]1[C:34]([CH3:35])=[CH:33][C:5]([O:6][CH2:7][CH2:8][CH2:9][C:10]2[C:18]3[C:13](=[C:14](B4OC(C)(C)C(C)(C)O4)[CH:15]=[CH:16][CH:17]=3)[NH:12][C:11]=2[C:28]([O:30][CH2:31][CH3:32])=[O:29])=[CH:4][C:3]=1[CH3:36].Br[C:38]1[C:39]([CH2:45][OH:46])=[N:40][N:41]([CH3:44])[C:42]=1[CH3:43].[F-].[Cs+]. (4) Given the product [NH2:7][C:8]([CH2:16][CH2:17][C:18]1[CH:23]=[CH:22][CH:21]=[C:20]([CH2:24][CH2:25][C:26]2[CH:27]=[C:28]([O:36][CH3:37])[C:29]([O:34][CH3:35])=[C:30]([O:32][CH3:33])[CH:31]=2)[CH:19]=1)([CH2:13][OH:12])[CH2:9][OH:10], predict the reactants needed to synthesize it. The reactants are: C(OC(=O)[NH:7][C:8]1([CH2:16][CH2:17][C:18]2[CH:23]=[CH:22][CH:21]=[C:20]([CH2:24][CH2:25][C:26]3[CH:31]=[C:30]([O:32][CH3:33])[C:29]([O:34][CH3:35])=[C:28]([O:36][CH3:37])[CH:27]=3)[CH:19]=2)[CH2:13][O:12]C(C)(C)[O:10][CH2:9]1)(C)(C)C.C(OC(=O)NC1(CCC2C=CC(S(N3C4C(=CC=C(OC)C=4)C(C(=O)C4C=C(OC)C(OC)=C(OC)C=4)=C3)(=O)=O)=CC=2)COC(C)(C)OC1)(C)(C)C. (5) Given the product [Cl:1][C:2]1[N:7]=[C:6]([Cl:8])[CH:5]=[C:4]([C:9]2[NH:13][CH:12]=[CH:11][N:10]=2)[N:3]=1, predict the reactants needed to synthesize it. The reactants are: [Cl:1][C:2]1[N:7]=[C:6]([Cl:8])[CH:5]=[C:4]([C:9]2[N:10](S(=O)(=O)N(C)C)[CH:11]=[CH:12][N:13]=2)[N:3]=1.C([O-])(O)=O.[Na+]. (6) Given the product [NH2:20][C:21]1[O:19][C:3]2[CH:4]=[C:5]([O:6][C:7]3[CH:8]=[C:9]([CH:14]=[CH:15][CH:16]=3)[C:10]([O:12][CH3:13])=[O:11])[CH:17]=[CH:18][C:2]=2[N:1]=1, predict the reactants needed to synthesize it. The reactants are: [NH2:1][C:2]1[CH:18]=[CH:17][C:5]([O:6][C:7]2[CH:8]=[C:9]([CH:14]=[CH:15][CH:16]=2)[C:10]([O:12][CH3:13])=[O:11])=[CH:4][C:3]=1[OH:19].[N:20]#[C:21]Br.